Predict which catalyst facilitates the given reaction. From a dataset of Catalyst prediction with 721,799 reactions and 888 catalyst types from USPTO. Reactant: [CH3:1][C:2]1[CH:3]=[C:4]([CH:7]=[CH:8][C:9]=1[N+:10]([O-:12])=[O:11])[CH:5]=O.C(O)(=O)C.[CH2:17]([O:19][C:20](=[O:23])[CH2:21][NH2:22])[CH3:18].[B-]C#N.[Na+].Cl. Product: [CH2:17]([O:19][C:20](=[O:23])[CH2:21][NH:22][CH2:5][C:4]1[CH:7]=[CH:8][C:9]([N+:10]([O-:12])=[O:11])=[C:2]([CH3:1])[CH:3]=1)[CH3:18]. The catalyst class is: 370.